From a dataset of Forward reaction prediction with 1.9M reactions from USPTO patents (1976-2016). Predict the product of the given reaction. (1) The product is: [OH:8][C:4]([CH3:7])([CH3:3])[CH2:5][O:6][C:10]1[N:15]=[CH:14][C:13]([C:16]#[N:17])=[CH:12][CH:11]=1. Given the reactants [H-].[Na+].[CH3:3][C:4]([OH:8])([CH3:7])[CH2:5][OH:6].Cl[C:10]1[N:15]=[CH:14][C:13]([C:16]#[N:17])=[CH:12][CH:11]=1, predict the reaction product. (2) The product is: [CH3:34][O:35][CH2:36][CH2:37][CH2:38][NH:39][S:2]([C:10]1[CH:11]=[CH:12][C:7]([NH:6][C:13]2[N:18]=[C:17]([C:19]3[N:23]([CH3:24])[CH:22]=[N:21][CH:20]=3)[CH:16]=[CH:15][N:14]=2)=[CH:8][CH:9]=1)(=[O:5])=[O:3]. Given the reactants Cl[S:2]([OH:5])(=O)=[O:3].[NH:6]([C:13]1[N:18]=[C:17]([C:19]2[N:23]([CH3:24])[CH:22]=[N:21][CH:20]=2)[CH:16]=[CH:15][N:14]=1)[C:7]1[CH:12]=[CH:11][CH:10]=[CH:9][CH:8]=1.C(N(C(C)C)CC)(C)C.[CH3:34][O:35][CH2:36][CH2:37][CH2:38][NH2:39], predict the reaction product. (3) Given the reactants [N+:1]([C:4]1[CH:9]=[CH:8][C:7]([NH:10][CH:11]2[CH2:16][CH2:15][CH:14]([O:17][CH2:18][C:19]([NH2:21])=O)[CH2:13][CH2:12]2)=[CH:6][C:5]=1[C:22]([F:25])([F:24])[F:23])([O-:3])=[O:2], predict the reaction product. The product is: [NH2:21][CH2:19][CH2:18][O:17][CH:14]1[CH2:15][CH2:16][CH:11]([NH:10][C:7]2[CH:8]=[CH:9][C:4]([N+:1]([O-:3])=[O:2])=[C:5]([C:22]([F:23])([F:24])[F:25])[CH:6]=2)[CH2:12][CH2:13]1. (4) The product is: [Br:1][C:2]1[CH:3]=[C:4]([N:14]([CH3:37])[C:15]2[C:24]3[C:19](=[CH:20][C:21]([F:26])=[CH:22][C:23]=3[F:25])[N:18]=[C:17]([C:27]3[CH:32]=[CH:31][CH:30]=[CH:29][N:28]=3)[C:16]=2[CH3:33])[C:5]([N:8]2[CH2:13][CH2:12][O:11][CH2:10][CH2:9]2)=[N:6][CH:7]=1. Given the reactants [Br:1][C:2]1[CH:3]=[C:4]([NH:14][C:15]2[C:24]3[C:19](=[CH:20][C:21]([F:26])=[CH:22][C:23]=3[F:25])[N:18]=[C:17]([C:27]3[CH:32]=[CH:31][CH:30]=[CH:29][N:28]=3)[C:16]=2[CH3:33])[C:5]([N:8]2[CH2:13][CH2:12][O:11][CH2:10][CH2:9]2)=[N:6][CH:7]=1.[H-].[Na+].I[CH3:37].O, predict the reaction product. (5) Given the reactants Br[C:2]1[CH:11]=[CH:10][CH:9]=[C:8]2[C:3]=1[C:4]([CH3:12])=[CH:5][N:6]=[CH:7]2.[CH3:13][O:14][C:15]1[CH:20]=[C:19]([C:21]([F:24])([F:23])[F:22])[CH:18]=[CH:17][C:16]=1B(O)O.P([O-])([O-])([O-])=O.[K+].[K+].[K+].C(O)(C(F)(F)F)=O, predict the reaction product. The product is: [CH3:13][O:14][C:15]1[CH:20]=[C:19]([C:21]([F:22])([F:23])[F:24])[CH:18]=[CH:17][C:16]=1[C:2]1[CH:11]=[CH:10][CH:9]=[C:8]2[C:3]=1[CH:4]([CH3:12])[CH2:5][NH:6][CH2:7]2. (6) Given the reactants CC[C@H:3]1[C@@H:16]([OH:17])[C@@H:15]2[C@H:10]([CH2:11][CH2:12][C@:13]3([CH3:28])[C@@H:20]([C@@H:21]([CH2:23][CH2:24][C:25]([OH:27])=[O:26])[CH3:22])[CH2:19][CH2:18][C@H:14]32)[C@:9]2([CH3:29])[C@H:4]1[CH2:5][C@H:6]([OH:30])[CH2:7][CH2:8]2.O[C@@H:32]1CC[C@@]2(C)[C@H](CC(=O)[C@@H]3[C@@H]2CC[C@@]2(C)[C@H]3CC[C@@H]2[C@H](C)CCC(O)=O)C1.OS(O)(=O)=O, predict the reaction product. The product is: [CH3:32][O:27][C:25](=[O:26])[CH2:24][CH2:23][C@H:21]([C@@H:20]1[C@:13]2([CH3:28])[C@H:14]([C@H:15]3[C@H:10]([CH2:11][CH2:12]2)[C@:9]2([CH3:29])[C@@H:4]([CH2:5][C@H:6]([OH:30])[CH2:7][CH2:8]2)[CH2:3][C:16]3=[O:17])[CH2:18][CH2:19]1)[CH3:22].